Dataset: Reaction yield outcomes from USPTO patents with 853,638 reactions. Task: Predict the reaction yield, written as a fraction of the theoretical maximum amount of product (1.0 means a 100% yield; for example, 0.34 means a 34% yield). (1) The reactants are [C:1]([N:4]1[C:8]2([CH2:13][CH2:12][O:11][CH2:10][CH2:9]2)[CH2:7][CH2:6][CH:5]1[C:14]([O:16]CC)=[O:15])(=[O:3])[CH3:2].O.[OH-].[Li+].Cl. The catalyst is C1COCC1.O.CO. The product is [C:1]([N:4]1[C:8]2([CH2:13][CH2:12][O:11][CH2:10][CH2:9]2)[CH2:7][CH2:6][CH:5]1[C:14]([OH:16])=[O:15])(=[O:3])[CH3:2]. The yield is 0.950. (2) The reactants are [Cl:1][C:2]1[CH:7]=[CH:6][C:5]([CH2:8][C:9]([OH:11])=O)=[CH:4][CH:3]=1.C(OC1C=CC2C(=CC=CC=2)N1C(OCC)=O)C.[O:30]=[C:31]1[CH2:36][O:35][CH2:34][CH2:33][N:32]1[C:37]1[CH:42]=[CH:41][C:40]([NH:43][C:44]([C@H:46]2[CH2:50][C@@H:49]([OH:51])[CH2:48][NH:47]2)=[O:45])=[CH:39][CH:38]=1.C(N(CC)CC)C. The catalyst is C1(C)C=CC=CC=1. The product is [O:30]=[C:31]1[CH2:36][O:35][CH2:34][CH2:33][N:32]1[C:37]1[CH:38]=[CH:39][C:40]([NH:43][C:44]([C@H:46]2[CH2:50][C@@H:49]([OH:51])[CH2:48][N:47]2[C:9](=[O:11])[CH2:8][C:5]2[CH:4]=[CH:3][C:2]([Cl:1])=[CH:7][CH:6]=2)=[O:45])=[CH:41][CH:42]=1. The yield is 0.464. (3) The reactants are [CH2:1]([N:3]1[C:11]2[C:6](=[CH:7][CH:8]=[C:9]([C:12]([F:15])([F:14])[F:13])[CH:10]=2)[C:5]([C:16]#[N:17])=[CH:4]1)[CH3:2].[Li+].CC([N-]C(C)C)C.[Cl:26]C(Cl)(Cl)C(Cl)(Cl)Cl. The catalyst is C1COCC1. The product is [Cl:26][C:4]1[N:3]([CH2:1][CH3:2])[C:11]2[C:6]([C:5]=1[C:16]#[N:17])=[CH:7][CH:8]=[C:9]([C:12]([F:13])([F:15])[F:14])[CH:10]=2. The yield is 0.640. (4) The reactants are [C:1](/[C:3](=[C:7](/[N:9]1[CH2:15][CH2:14][CH2:13][N:12]([C:16]2[CH:21]=[CH:20][N:19]=[CH:18][CH:17]=2)[CH2:11][CH2:10]1)\[CH3:8])/[C:4](=[S:6])[NH2:5])#[N:2].[CH3:22]OC(OC)N(C)C.[OH-].[Na+].Cl[CH2:33][C:34]([NH2:36])=[O:35]. The yield is 0.120. The catalyst is CN(C)C=O.C(O)C.O. The product is [NH2:2][C:1]1[C:3]2[C:4](=[N:5][CH:22]=[CH:8][C:7]=2[N:9]2[CH2:15][CH2:14][CH2:13][N:12]([C:16]3[CH:21]=[CH:20][N:19]=[CH:18][CH:17]=3)[CH2:11][CH2:10]2)[S:6][C:33]=1[C:34]([NH2:36])=[O:35]. (5) The reactants are S(Cl)(Cl)=O.[Br:5][CH2:6][C@@:7]([OH:12])([CH3:11])[C:8](O)=[O:9].CCN(CC)CC.[NH2:20][C:21]1[CH:22]=[CH:23][C:24]([C:31]#[N:32])=[C:25]([C:27]([F:30])([F:29])[F:28])[CH:26]=1. The catalyst is C1COCC1.O. The product is [Br:5][CH2:6][C@@:7]([OH:12])([CH3:11])[C:8]([NH:20][C:21]1[CH:22]=[CH:23][C:24]([C:31]#[N:32])=[C:25]([C:27]([F:28])([F:29])[F:30])[CH:26]=1)=[O:9]. The yield is 0.739.